From a dataset of Full USPTO retrosynthesis dataset with 1.9M reactions from patents (1976-2016). Predict the reactants needed to synthesize the given product. (1) The reactants are: [C:1]([O:5][C:6]([N:8]1[CH2:17][CH2:16][C:15]2[C:10](=[CH:11][CH:12]=[C:13]([CH:18]([NH2:20])[CH3:19])[CH:14]=2)[CH2:9]1)=[O:7])([CH3:4])([CH3:3])[CH3:2].Cl[C:22]([O:24][CH2:25][CH3:26])=[O:23]. Given the product [C:1]([O:5][C:6]([N:8]1[CH2:17][CH2:16][C:15]2[C:10](=[CH:11][CH:12]=[C:13]([CH:18]([NH:20][C:22]([O:24][CH2:25][CH3:26])=[O:23])[CH3:19])[CH:14]=2)[CH2:9]1)=[O:7])([CH3:4])([CH3:2])[CH3:3], predict the reactants needed to synthesize it. (2) Given the product [CH3:19][S:20]([NH:1][C:2]1[CH:11]=[CH:10][CH:9]=[CH:8][C:3]=1[C:4]([O:6][CH3:7])=[O:5])(=[O:22])=[O:21], predict the reactants needed to synthesize it. The reactants are: [NH2:1][C:2]1[CH:11]=[CH:10][CH:9]=[CH:8][C:3]=1[C:4]([O:6][CH3:7])=[O:5].C(N(CC)CC)C.[CH3:19][S:20](Cl)(=[O:22])=[O:21].